This data is from Peptide-MHC class II binding affinity with 134,281 pairs from IEDB. The task is: Regression. Given a peptide amino acid sequence and an MHC pseudo amino acid sequence, predict their binding affinity value. This is MHC class II binding data. The peptide sequence is PRTKYTATISGLKPG. The MHC is DRB1_1302 with pseudo-sequence DRB1_1302. The binding affinity (normalized) is 0.264.